Dataset: Forward reaction prediction with 1.9M reactions from USPTO patents (1976-2016). Task: Predict the product of the given reaction. (1) Given the reactants Br[C:2]1[CH:3]=[CH:4][C:5]([F:20])=[C:6]([C@:8]2([CH3:19])[CH2:13][S:12](=[O:15])(=[O:14])[C:11]([CH3:17])([CH3:16])[C:10]([NH2:18])=[N:9]2)[CH:7]=1.N, predict the reaction product. The product is: [F:20][C:5]1[CH:4]=[CH:3][CH:2]=[CH:7][C:6]=1[C@:8]1([CH3:19])[CH2:13][S:12](=[O:14])(=[O:15])[C:11]([CH3:16])([CH3:17])[C:10]([NH2:18])=[N:9]1. (2) Given the reactants [F:1][C:2]1[CH:19]=[CH:18][CH:17]=[C:16]([F:20])[C:3]=1[CH2:4][O:5][C:6]1[C:7]2[N:8]([CH:12]=[C:13]([CH3:15])[N:14]=2)[CH:9]=[CH:10][CH:11]=1.[Br:21]N1C(=O)CCC1=O.C(OCC)(=O)C, predict the reaction product. The product is: [Br:21][C:12]1[N:8]2[CH:9]=[CH:10][CH:11]=[C:6]([O:5][CH2:4][C:3]3[C:16]([F:20])=[CH:17][CH:18]=[CH:19][C:2]=3[F:1])[C:7]2=[N:14][C:13]=1[CH3:15]. (3) Given the reactants P(Cl)(Cl)([Cl:3])=O.[F:6][C:7]1[C:8](O)=[N:9][CH:10]=[N:11][C:12]=1O.CN(C)C1C=CC=CC=1.[Cl-:24].[Na+].O, predict the reaction product. The product is: [Cl:24][C:8]1[C:7]([F:6])=[C:12]([Cl:3])[N:11]=[CH:10][N:9]=1. (4) Given the reactants Br[CH2:2][C@H:3]1[CH2:7][CH2:6][C@@H:5]([C:8]2[CH:13]=[CH:12][CH:11]=[C:10]([C:14]([F:17])([F:16])[F:15])[CH:9]=2)[O:4]1.[NH2:18][CH2:19][CH2:20][OH:21], predict the reaction product. The product is: [F:15][C:14]([F:17])([F:16])[C:10]1[CH:9]=[C:8]([C@H:5]2[O:4][C@@H:3]([CH2:2][NH:18][CH2:19][CH2:20][OH:21])[CH2:7][CH2:6]2)[CH:13]=[CH:12][CH:11]=1.